Dataset: Reaction yield outcomes from USPTO patents with 853,638 reactions. Task: Predict the reaction yield, written as a fraction of the theoretical maximum amount of product (1.0 means a 100% yield; for example, 0.34 means a 34% yield). (1) The reactants are [SH:1][C:2]1[NH:6][N:5]=[N:4][CH:3]=1.ClC[CH:9]([C:18]1[CH:23]=[CH:22][CH:21]=[CH:20][CH:19]=1)[CH2:10][Si:11]([O:16][CH3:17])([O:14][CH3:15])[O:12][CH3:13].[CH3:24]O. No catalyst specified. The product is [CH3:17][O:16][Si:11]([O:12][CH3:13])([O:14][CH3:15])[CH2:10][CH2:9][C:18]1[CH:19]=[CH:20][C:21]([CH2:24][S:1][C:2]2[NH:6][N:5]=[N:4][CH:3]=2)=[CH:22][CH:23]=1. The yield is 0.648. (2) The product is [F:1][C:2]1[CH:3]=[CH:4][C:5]([O:11][C:12]2[CH:17]=[CH:16][CH:15]=[CH:14][CH:13]=2)=[C:6]([CH:7]=1)[NH2:8]. The reactants are [F:1][C:2]1[CH:3]=[CH:4][C:5]([O:11][C:12]2[CH:17]=[CH:16][CH:15]=[CH:14][CH:13]=2)=[C:6]([N+:8]([O-])=O)[CH:7]=1. The catalyst is CO.O=[Pt]=O. The yield is 0.970.